This data is from Forward reaction prediction with 1.9M reactions from USPTO patents (1976-2016). The task is: Predict the product of the given reaction. (1) Given the reactants [N:1]1([C:7]2[CH:12]=[CH:11][C:10]([NH:13][C:14]([N:16]3[CH2:21][CH2:20][CH:19]([C:22]4[C:31]5[C:26](=[CH:27][C:28](F)=[CH:29][CH:30]=5)[N:25]=[CH:24][N:23]=4)[CH2:18][CH2:17]3)=[O:15])=[CH:9][CH:8]=2)[CH2:6][CH2:5][O:4][CH2:3][CH2:2]1.[NH:33]1[CH2:38][CH2:37][CH2:36][CH2:35][CH:34]1[CH2:39][CH2:40][OH:41], predict the reaction product. The product is: [N:1]1([C:7]2[CH:12]=[CH:11][C:10]([NH:13][C:14]([N:16]3[CH2:21][CH2:20][CH:19]([C:22]4[C:31]5[C:26](=[CH:27][C:28]([O:41][CH2:40][CH2:39][CH:34]6[CH2:35][CH2:36][CH2:37][CH2:38][NH:33]6)=[CH:29][CH:30]=5)[N:25]=[CH:24][N:23]=4)[CH2:18][CH2:17]3)=[O:15])=[CH:9][CH:8]=2)[CH2:6][CH2:5][O:4][CH2:3][CH2:2]1. (2) The product is: [Cl:1][C:2]1[CH:3]=[C:4]([C:9]2[C:10]([O:18][CH2:19][C:20]([F:22])([F:21])[F:23])=[N:11][CH:12]=[C:13]([CH:17]=2)[C:14]([NH:32][CH2:31][C:29]2[O:28][N:27]=[C:26]([C:25]([F:34])([F:33])[F:24])[N:30]=2)=[O:15])[CH:5]=[CH:6][C:7]=1[F:8]. Given the reactants [Cl:1][C:2]1[CH:3]=[C:4]([C:9]2[C:10]([O:18][CH2:19][C:20]([F:23])([F:22])[F:21])=[N:11][CH:12]=[C:13]([CH:17]=2)[C:14](O)=[O:15])[CH:5]=[CH:6][C:7]=1[F:8].[F:24][C:25]([F:34])([F:33])[C:26]1[N:30]=[C:29]([CH2:31][NH2:32])[O:28][N:27]=1, predict the reaction product. (3) Given the reactants [C:1]([O:4][C@H:5]([C:55]1[CH:60]=[CH:59][C:58]([F:61])=[CH:57][CH:56]=1)[CH2:6][CH2:7][C@H:8]1[C:11](=[O:12])[N:10]([C:13]2[CH:18]=[CH:17][C:16](OS(C(F)(F)F)(=O)=O)=[CH:15][CH:14]=2)[C@@H:9]1[C:27]1[CH:32]=[C:31]([C:33]#[C:34][C:35]([CH2:42][O:43][C:44](=[O:46])[CH3:45])([OH:41])[CH2:36][O:37][C:38](=[O:40])[CH3:39])[CH:30]=[CH:29][C:28]=1[O:47][CH2:48][C:49]1[CH:54]=[CH:53][CH:52]=[CH:51][CH:50]=1)(=[O:3])[CH3:2].[CH3:62][Si:63]([C:66]#[CH:67])([CH3:65])[CH3:64], predict the reaction product. The product is: [C:1]([O:4][C@H:5]([C:55]1[CH:60]=[CH:59][C:58]([F:61])=[CH:57][CH:56]=1)[CH2:6][CH2:7][C@H:8]1[C:11](=[O:12])[N:10]([C:13]2[CH:14]=[CH:15][C:16]([C:67]#[C:66][Si:63]([CH3:65])([CH3:64])[CH3:62])=[CH:17][CH:18]=2)[C@@H:9]1[C:27]1[CH:32]=[C:31]([C:33]#[C:34][C:35]([CH2:42][O:43][C:44](=[O:46])[CH3:45])([OH:41])[CH2:36][O:37][C:38](=[O:40])[CH3:39])[CH:30]=[CH:29][C:28]=1[O:47][CH2:48][C:49]1[CH:50]=[CH:51][CH:52]=[CH:53][CH:54]=1)(=[O:3])[CH3:2]. (4) Given the reactants Br[C:2]1[CH:7]=[CH:6][C:5]([C:8]2[CH:13]=[CH:12][CH:11]=[CH:10][CH:9]=2)=[CH:4][CH:3]=1.[Li]CCCC.C1([C:25](=[O:34])[CH2:26][C:27]2[CH:28]=[C:29](C)[CH:30]=[CH:31][CH:32]=2)C=CC=CC=1, predict the reaction product. The product is: [C:5]1([C:8]2[CH:13]=[CH:12][CH:11]=[CH:10][CH:9]=2)[CH:6]=[CH:7][C:2]([C:25](=[O:34])[CH2:26][C:27]2[CH:28]=[CH:29][CH:30]=[CH:31][CH:32]=2)=[CH:3][CH:4]=1. (5) The product is: [Cl:17][C:16]1[C:2]([Cl:1])=[CH:3][C:4]2[NH:8][C:7]([C:9]([OH:14])([C:19]([CH3:23])([CH3:18])[CH:20]=[CH2:21])[C:10]([F:13])([F:11])[F:12])=[N:6][C:5]=2[CH:15]=1. Given the reactants [Cl:1][C:2]1[C:16]([Cl:17])=[CH:15][C:5]2[NH:6][C:7]([C:9](=[O:14])[C:10]([F:13])([F:12])[F:11])=[N:8][C:4]=2[CH:3]=1.[CH3:18][C:19]([CH3:23])=[CH:20][CH2:21]Br.[In].Cl, predict the reaction product. (6) Given the reactants [CH3:1][C:2]1[S:6][C:5]([C:7]2[C:8](=[O:33])[NH:9][C:10](=[O:32])[N:11]([CH2:13][CH2:14][CH2:15][N:16]3[CH2:21][C@H:20]4[C@:18]([C:22]5[CH:27]=[CH:26][C:25]([C:28]([F:31])([F:30])[F:29])=[CH:24][CH:23]=5)([CH2:19]4)[CH2:17]3)[CH:12]=2)=[N:4][N:3]=1.[ClH:34], predict the reaction product. The product is: [ClH:34].[ClH:34].[CH3:1][C:2]1[S:6][C:5]([C:7]2[C:8](=[O:33])[NH:9][C:10](=[O:32])[N:11]([CH2:13][CH2:14][CH2:15][N:16]3[CH2:21][C@H:20]4[C@:18]([C:22]5[CH:27]=[CH:26][C:25]([C:28]([F:31])([F:30])[F:29])=[CH:24][CH:23]=5)([CH2:19]4)[CH2:17]3)[CH:12]=2)=[N:4][N:3]=1.